From a dataset of Catalyst prediction with 721,799 reactions and 888 catalyst types from USPTO. Predict which catalyst facilitates the given reaction. (1) Reactant: [O:1]1[C:3]2([CH2:8][CH2:7][O:6][CH2:5][CH2:4]2)[CH2:2]1.[CH3:9][CH:10]([CH3:18])[C:11](=[O:17])[CH2:12][C:13](OC)=[O:14].[O-]CC.[Na+].Cl. Product: [C:11]([CH:12]1[CH2:2][C:3]2([CH2:4][CH2:5][O:6][CH2:7][CH2:8]2)[O:1][C:13]1=[O:14])(=[O:17])[CH:10]([CH3:18])[CH3:9]. The catalyst class is: 8. (2) Reactant: [F:1][CH:2]([F:19])[C:3]1[N:4]=[CH:5][N:6]([C:8]2[CH:13]=[CH:12][C:11]([N+:14]([O-])=O)=[CH:10][C:9]=2[O:17][CH3:18])[CH:7]=1. Product: [F:19][CH:2]([F:1])[C:3]1[N:4]=[CH:5][N:6]([C:8]2[CH:13]=[CH:12][C:11]([NH2:14])=[CH:10][C:9]=2[O:17][CH3:18])[CH:7]=1. The catalyst class is: 43. (3) Reactant: Cl.Cl.[F:3][C:4]1[CH:5]=[CH:6][CH:7]=[C:8]2[C:12]=1[N:11]([C:13]1[N:17]=[C:16]([CH:18]3[CH2:23][CH2:22][N:21]([CH:24]4[CH2:29][CH2:28][NH:27][CH2:26][CH2:25]4)[CH2:20][CH2:19]3)[O:15][N:14]=1)[N:10]=[C:9]2[CH:30]([CH3:32])[CH3:31].[F:33][CH:34]([F:38])[C:35](O)=[O:36].Cl.C(N=C=NCCCN(C)C)C.ON1C2C=CC=CC=2N=N1. Product: [F:33][CH:34]([F:38])[C:35]([N:27]1[CH2:28][CH2:29][CH:24]([N:21]2[CH2:22][CH2:23][CH:18]([C:16]3[O:15][N:14]=[C:13]([N:11]4[C:12]5[C:8](=[CH:7][CH:6]=[CH:5][C:4]=5[F:3])[C:9]([CH:30]([CH3:32])[CH3:31])=[N:10]4)[N:17]=3)[CH2:19][CH2:20]2)[CH2:25][CH2:26]1)=[O:36]. The catalyst class is: 842. (4) The catalyst class is: 6. Product: [CH2:14]([C:7]1[CH:8]=[CH:9][CH:10]=[C:11]([CH2:12][CH3:13])[C:6]=1[CH2:5][OH:4])[CH3:15]. Reactant: C([O:4][CH2:5][C:6]1[C:11]([CH2:12][CH3:13])=[CH:10][CH:9]=[CH:8][C:7]=1[CH2:14][CH3:15])(=O)C.CO.[OH-].[Na+]. (5) Reactant: [CH3:1][CH2:2][CH:3]([OH:6])[CH2:4][CH3:5].[CH3:7][S:8](Cl)(=[O:10])=[O:9].O. Product: [CH2:2]([CH:3]([O:6][S:8]([CH3:7])(=[O:10])=[O:9])[CH2:4][CH3:5])[CH3:1]. The catalyst class is: 300. (6) Reactant: [CH3:1][C@@H:2]1[CH2:7][CH2:6][CH2:5][NH:4][C@@H:3]1[CH2:8][N:9]1[C:17](=[O:18])[C:16]2[C:11](=[CH:12][CH:13]=[CH:14][CH:15]=2)[C:10]1=[O:19].[Cl:20][C:21]1[CH:22]=[CH:23][C:24]([I:30])=[C:25]([CH:29]=1)[C:26](O)=[O:27].CCN(C(C)C)C(C)C.CN(C(ON1N=NC2C=CC=NC1=2)=[N+](C)C)C.F[P-](F)(F)(F)(F)F. Product: [Cl:20][C:21]1[CH:22]=[CH:23][C:24]([I:30])=[C:25]([CH:29]=1)[C:26]([N:4]1[CH2:5][CH2:6][CH2:7][C@@H:2]([CH3:1])[C@H:3]1[CH2:8][N:9]1[C:17](=[O:18])[C:16]2[C:11](=[CH:12][CH:13]=[CH:14][CH:15]=2)[C:10]1=[O:19])=[O:27]. The catalyst class is: 39. (7) The catalyst class is: 1. Reactant: [N+:1]1([O-])[CH:6]=[CH:5][C:4]([CH3:7])=[CH:3][CH:2]=1.C[Si]([C:13]#[N:14])(C)C.N12CCCN=C1CCCCC2. Product: [C:13]([C:2]1[CH:3]=[C:4]([CH3:7])[CH:5]=[CH:6][N:1]=1)#[N:14].